From a dataset of Full USPTO retrosynthesis dataset with 1.9M reactions from patents (1976-2016). Predict the reactants needed to synthesize the given product. (1) Given the product [N:1]1([C:6]2[CH:7]=[N:8][C:9]([N:12]3[CH2:16][CH2:15][C:14]4([CH2:21][CH2:20][N:19]([CH2:34][C@@H:32]([C:31]5[C:23]([CH3:22])=[C:24]6[C:28](=[CH:29][CH:30]=5)[C:27](=[O:35])[O:26][CH2:25]6)[OH:33])[CH2:18][CH2:17]4)[CH2:13]3)=[N:10][CH:11]=2)[CH:5]=[N:4][N:3]=[N:2]1, predict the reactants needed to synthesize it. The reactants are: [N:1]1([C:6]2[CH:7]=[N:8][C:9]([N:12]3[CH2:16][CH2:15][C:14]4([CH2:21][CH2:20][NH:19][CH2:18][CH2:17]4)[CH2:13]3)=[N:10][CH:11]=2)[CH:5]=[N:4][N:3]=[N:2]1.[CH3:22][C:23]1[C:31]([C@@H:32]2[CH2:34][O:33]2)=[CH:30][CH:29]=[C:28]2[C:24]=1[CH2:25][O:26][C:27]2=[O:35]. (2) Given the product [Cl:22][C:23]1[CH:28]=[C:27]([O:29][C:30]2[C:31]3[N:38]([CH3:39])[CH:37]=[CH:36][C:32]=3[N:33]=[CH:34][N:35]=2)[CH:26]=[CH:25][C:24]=1[NH:40][C:41]([NH:1][C:2]1[CH:3]=[C:4]([CH:9]=[C:10]([C:12]([F:13])([F:14])[F:15])[CH:11]=1)[C:5]([NH:7][CH3:8])=[O:6])=[O:42], predict the reactants needed to synthesize it. The reactants are: [NH2:1][C:2]1[CH:3]=[C:4]([CH:9]=[C:10]([C:12]([F:15])([F:14])[F:13])[CH:11]=1)[C:5]([NH:7][CH3:8])=[O:6].N1C=CC=CC=1.[Cl:22][C:23]1[CH:28]=[C:27]([O:29][C:30]2[C:31]3[N:38]([CH3:39])[CH:37]=[CH:36][C:32]=3[N:33]=[CH:34][N:35]=2)[CH:26]=[CH:25][C:24]=1[NH:40][C:41](=O)[O:42]C1C=CC=CC=1.